Dataset: Full USPTO retrosynthesis dataset with 1.9M reactions from patents (1976-2016). Task: Predict the reactants needed to synthesize the given product. (1) Given the product [CH:33]1([CH2:36][CH2:37][O:38][C:39]2[N:47]=[C:46]3[C:42]([N:43]=[C:44]([O:48][CH3:49])[N:45]3[CH2:52][CH2:53][CH:54]3[CH2:59][CH2:58][O:57][C:56]([CH3:61])([CH3:60])[CH2:55]3)=[C:41]([NH2:50])[N:40]=2)[CH2:35][CH2:34]1, predict the reactants needed to synthesize it. The reactants are: C(NC1N=C2C(N=C(OC)N2CCCC2CCOC2)=C(N)N=1)CCC.FC(F)(F)C(O)=O.[CH:33]1([CH2:36][CH2:37][O:38][C:39]2[NH:40][C:41]([NH2:50])=[C:42]3[C:46]([N:47]=2)=[N:45][C:44]([O:48][CH3:49])=[N:43]3)[CH2:35][CH2:34]1.Br[CH2:52][CH2:53][CH:54]1[CH2:59][CH2:58][O:57][C:56]([CH3:61])([CH3:60])[CH2:55]1. (2) Given the product [CH2:18]([O:25][C:26]([CH2:27][CH:15]([O:72][C:71](=[O:73])[C:70]1[CH:74]=[CH:75][C:67]([NH:66][C:64]([C@H:45]2[C@H:44]([C:40]3[CH:41]=[CH:42][CH:43]=[C:38]([Cl:37])[C:39]=3[F:78])[C@:48]([C:51]3[CH:56]=[CH:55][C:54]([Cl:57])=[CH:53][C:52]=3[F:58])([C:49]#[N:50])[C@H:47]([CH2:59][C:60]([CH3:62])([CH3:63])[CH3:61])[NH:46]2)=[O:65])=[C:68]([O:76][CH3:77])[CH:69]=1)[O:14][C:12](=[O:13])[NH2:11])=[O:29])[C:19]1[CH:24]=[CH:23][CH:22]=[CH:21][CH:20]=1, predict the reactants needed to synthesize it. The reactants are: C(OC(=O)C[NH:11][C:12]([O:14][CH2:15]Cl)=[O:13])C1C=CC=CC=1.[CH2:18]([O:25][C:26](=[O:29])[CH2:27]N)[C:19]1[CH:24]=[CH:23][CH:22]=[CH:21][CH:20]=1.ClC(OC(Cl)C)=O.[Cl:37][C:38]1[C:39]([F:78])=[C:40]([C@@H:44]2[C@:48]([C:51]3[CH:56]=[CH:55][C:54]([Cl:57])=[CH:53][C:52]=3[F:58])([C:49]#[N:50])[C@H:47]([CH2:59][C:60]([CH3:63])([CH3:62])[CH3:61])[NH:46][C@H:45]2[C:64]([NH:66][C:67]2[CH:75]=[CH:74][C:70]([C:71]([OH:73])=[O:72])=[CH:69][C:68]=2[O:76][CH3:77])=[O:65])[CH:41]=[CH:42][CH:43]=1.C(=O)([O-])[O-].[Cs+].[Cs+].